Binary Classification. Given a miRNA mature sequence and a target amino acid sequence, predict their likelihood of interaction. From a dataset of Experimentally validated miRNA-target interactions with 360,000+ pairs, plus equal number of negative samples. (1) The miRNA is hsa-miR-202-3p with sequence AGAGGUAUAGGGCAUGGGAA. The protein sequence of the target gene is MAFLDNPTIILAHIRQSHVTSDDTGMCEMVLIDHDVDLEKTHPPSVPGDSGSEVQGSSGETQGYIYAQSVDITSSWDFGIRRRSNTAQRLERLRKERQNQIKCKNIQWKERNSKQSAQELKSLFEKKSLKEKPPSSGKQSILSVRLEQCPLQLNNPFNEYSKFDGKGHVGTTATKKIDVYLPLHSSQDRLLPMTVVTMASARVQDLIGLICWQYTSEGREPKLNDNVSAYCLHIAEDDGEVDTDFPPLDSNEPIHKFGFSTLALVEKYSSPGLTSKESLFVRINAAHGFSLIQVDNTKVT.... Result: 0 (no interaction). (2) The miRNA is hsa-miR-154-3p with sequence AAUCAUACACGGUUGACCUAUU. The protein sequence of the target gene is MQARRLAKRPSLGSRRGGAAPAPAPEAAALGLPPPGPSPAAAPGSWRPPLPPPRGTGPSRAAAASSPVLLLLGEEDEDEEGAGRRRRTRGRVTEKPRGVAEEEDDDEEEDEEVVVEVVDGDEDDEDAEERFVPLGPGRALPKGPARGAVKVGSFKREMTFTFQSEDFRRDSSKKPSHHLFPLAMEEDVRTADTKKTSRVLDQEKETRSVCLLEQKRKVVSSNIDVPPARKSSEELDMDKVTAAMVLTSLSTSPLVRSPPVRPNEGLSGSWKEGAPSSSSSSGYWSWSAPSDQSNPSTPSP.... Result: 0 (no interaction). (3) The miRNA is hsa-miR-548x-3p with sequence UAAAAACUGCAAUUACUUUC. The protein sequence of the target gene is MESGPKMLAPVCLVENNNEQLLVNQQAIQILEKISQPVVVVAIVGLYRTGKSYLMNHLAGQNHGFPLGSTVQSETKGIWMWCVPHPSKPNHTLVLLDTEGLGDVEKGDPKNDSWIFALAVLLCSTFVYNSMSTINHQALEQLHYVTELTELIKAKSSPRPDGVEDSTEFVSFFPDFLWTVRDFTLELKLNGHPITEDEYLENALKLIQGNNPRVQTSNFPRECIRRFFPKRKCFVFDRPTNDKDLLANIEKVSEKQLDPKFQEQTNIFCSYIFTHARTKTLREGITVTGNRLGTLAVTYV.... Result: 1 (interaction). (4) The miRNA is mmu-miR-466p-5p with sequence UAUGUGUGUGUACAUGUACAU. The protein sequence of the target gene is MSSSSPTGQIASAADIKQENGMESASEGQEAHREVAGGAAAGLSPPAPAPFPLEPGDAAAASRVSREEGAAAAGAADQVQLHSELLGRHQHAAAAQPPLAFSPDHVACVCEALQQGGNLDRLARFLWSLPQSDLLRGNESLLKARALVAFHQGIYPELYSILESHSFESANHPLLQQLWYKARYTEAERARGRPLGAVDKYRLRRKFPLPRTIWDGEETVYCFKEKSRNALKELYKQNRYPSPAEKRHLAKITGLSLTQVSNWFKNRRQRDRNPSETQSKSESDGNPSTEDESSKGHEDL.... Result: 1 (interaction). (5) The miRNA is mmu-miR-672-5p with sequence UGAGGUUGGUGUACUGUGUGUGA. The protein sequence of the target gene is MGQAGCKGLCLSLFDYKTEKYVIAKNKKVGLLYRLLQASILAYLVVWVFLIKKGYQDVDTSLQSAVITKVKGVAFTNTSDLGQRIWDVADYVIPAQGENVFFVVTNLIVTPNQRQNVCAENEGIPDGACSKDSDCHAGEAVTAGNGVKTGRCLRRENLARGTCEIFAWCPLETSSRPEEPFLKEAEDFTIFIKNHIRFPKFNFSKSNVMDVKDRSFLKSCHFGPKNHYCPIFRLGSVIRWAGSDFQDIALEGGVIGINIEWNCDLDKAASECHPHYSFSRLDNKLSKSVSSGYNFRFARY.... Result: 0 (no interaction). (6) The miRNA is hsa-miR-6796-3p with sequence GAAGCUCUCCCCUCCCCGCAG. The protein sequence of the target gene is MKPALLPWALLLLATALGPGPGPTADAQESCSMRCGALDGPCSCHPTCSGLGTCCLDFRDFCLEILPYSGSMMGGKDFVVRHFKMSSPTDASVICRFKDSIQTLGHVDSSGQVHCVSPLLYESGRIPFTVSLDNGHSFPRAGTWLAVHPNKVSMMEKSELVNETRWQYYGTANTSGNLSLTWHVKSLPTQTITIELWGYEETGMPYSQEWTAKWSYLYPLATHIPNSGSFTFTPKPAPPSYQRWRVGALRIIDSKNYAGQKDVQALWTNDHALAWHLSDDFREDPVAWARTQCQAWEELE.... Result: 0 (no interaction). (7) The protein sequence of the target gene is MPVQLSEHPEWNESMHSLRISVGGLPVLASMTKAADPRFRPRWKVILTFFVGAAILWLLCSHRPAPGRPPTHNAHNWRLGQAPANWYNDTYPLSPPQRTPAGIRYRIAVIADLDTESRAQEENTWFSYLKKGYLTLSDSGDKVAVEWDKDHGVLESHLAEKGRGMELSDLIVFNGKLYSVDDRTGVVYQIEGSKAVPWVILSDGDGTVEKGFKAEWLAVKDERLYVGGLGKEWTTTTGDVVNENPEWVKVVGYKGSVDHENWVSNYNALRAAAGIQPPGYLIHESACWSDTLQRWFFLPR.... Result: 0 (no interaction). The miRNA is hsa-miR-1253 with sequence AGAGAAGAAGAUCAGCCUGCA. (8) The miRNA is mmu-miR-297b-3p with sequence UAUACAUACACACAUACCCAUA. The protein sequence of the target gene is MPLPPLSSRTLLLLLLLLLRGVWIAISSPPAGLGPQPAFRTFVASDWGLTHLVVHEQTGEVYVGAVNRIYKLSGNLTLLRAHVTGPVEDNEKCYPPPSVQSCPHGLGSTDNVNKLLLLDYAANRLLACGSASQGICQFLRLDDLFKLGEPHHRKEHYLSSVREAGSMAGVLIAGPPGQGQAKLFVGTPIDGKSEYFPTLSSRRLMANEEDADMFGFVYQDEFVSSQLKIPSDTLSKFPAFDIYYVYSFRSEQFVYYLTLQLDTQLTSPDAAGEHFFTSKIVRLCVNDPKFYSYVEFPIGC.... Result: 1 (interaction). (9) The miRNA is hsa-miR-335-5p with sequence UCAAGAGCAAUAACGAAAAAUGU. The protein sequence of the target gene is MKRRAGLGGSMRSVVGFLSQRGLHGDPLLTQDFQRRRLRGCRNLYKKDLLGHFGCVNAIEFSNNGGQWLVSGGDDRRVLLWHMEQAIHSRVKPIQLKGEHHSNIFCLAFNSGNTKVFSGGNDEQVILHDVESSETLDVFAHEDAVYGLSVSPVNDNIFASSSDDGRVLIWDIRESPHGEPFCLANYPSAFHSVMFNPVEPRLLATANSKEGVGLWDIRKPQSSLLRYGGNLSLQSAMSVRFNSNGTQLLALRRRLPPVLYDIHSRLPVFQFDNQGYFNSCTMKSCCFAGDRDQYILSGSD.... Result: 1 (interaction).